Dataset: Forward reaction prediction with 1.9M reactions from USPTO patents (1976-2016). Task: Predict the product of the given reaction. (1) Given the reactants [OH:1][C@H:2]1[CH2:22][CH2:21][C@@:20]2([CH3:23])[CH:4]([CH2:5][CH2:6][C:7]3[C:8]4[C@:16]([CH3:24])([CH2:17][CH2:18][C:19]=32)[C@@H:11]([C@H:12]([CH3:15])[CH:13]=O)[CH2:10][CH:9]=4)[C:3]1([CH3:26])[CH3:25].[N:27]1[CH:32]=[CH:31][CH:30]=[N:29][C:28]=1[N:33]1[CH2:38][CH2:37][NH:36][CH2:35][CH2:34]1.C(O[BH-](OC(=O)C)OC(=O)C)(=O)C.[Na+], predict the reaction product. The product is: [N:27]1[CH:32]=[CH:31][CH:30]=[N:29][C:28]=1[N:33]1[CH2:38][CH2:37][N:36]([CH2:15][C@H:12]([C@@H:11]2[C@:16]3([CH3:24])[C:8]([C:7]4[CH2:6][CH2:5][C@@H:4]5[C@:20]([C:19]=4[CH2:18][CH2:17]3)([CH3:23])[CH2:21][CH2:22][C@H:2]([OH:1])[C:3]5([CH3:26])[CH3:25])=[CH:9][CH2:10]2)[CH3:13])[CH2:35][CH2:34]1. (2) The product is: [NH2:7][C@H:8]1[CH2:13][CH2:12][C@H:11]([CH2:14][C:15]#[N:16])[CH2:10][CH2:9]1. Given the reactants C(OC(=O)[NH:7][C@H:8]1[CH2:13][CH2:12][C@H:11]([CH2:14][C:15]#[N:16])[CH2:10][CH2:9]1)(C)(C)C.FC(F)(F)C(O)=O, predict the reaction product. (3) The product is: [CH3:33][C:20]1([N:19]2[C:2]3[C:3](=[CH:4][C:5]([S:8]([C:11]4[CH:12]=[CH:13][CH:14]=[CH:15][CH:16]=4)(=[O:10])=[O:9])=[CH:6][CH:7]=3)[CH2:17][CH2:18]2)[CH2:25][CH2:24][N:23]([C:26]([O:28][C:29]([CH3:31])([CH3:30])[CH3:32])=[O:27])[CH2:22][CH2:21]1. Given the reactants F[C:2]1[CH:7]=[CH:6][C:5]([S:8]([C:11]2[CH:16]=[CH:15][CH:14]=[CH:13][CH:12]=2)(=[O:10])=[O:9])=[CH:4][C:3]=1[CH2:17][CH2:18][NH:19][C:20]1([CH3:33])[CH2:25][CH2:24][N:23]([C:26]([O:28][C:29]([CH3:32])([CH3:31])[CH3:30])=[O:27])[CH2:22][CH2:21]1.N1C2C(=CC=CC=2)C=C1, predict the reaction product.